From a dataset of Forward reaction prediction with 1.9M reactions from USPTO patents (1976-2016). Predict the product of the given reaction. (1) Given the reactants [CH3:1][O:2][C:3](=[O:28])[C@@H:4]([NH:8][C:9]([C:22]1[CH:27]=[CH:26][CH:25]=[CH:24][CH:23]=1)([C:16]1[CH:21]=[CH:20][CH:19]=[CH:18][CH:17]=1)[C:10]1[CH:15]=[CH:14][CH:13]=[CH:12][CH:11]=1)[C@H:5]([NH2:7])[CH3:6].[CH3:29][C:30]([O:33][C:34](O[C:34]([O:33][C:30]([CH3:32])([CH3:31])[CH3:29])=[O:35])=[O:35])([CH3:32])[CH3:31], predict the reaction product. The product is: [CH3:1][O:2][C:3](=[O:28])[C@@H:4]([NH:8][C:9]([C:22]1[CH:27]=[CH:26][CH:25]=[CH:24][CH:23]=1)([C:10]1[CH:15]=[CH:14][CH:13]=[CH:12][CH:11]=1)[C:16]1[CH:17]=[CH:18][CH:19]=[CH:20][CH:21]=1)[C@H:5]([NH:7][C:34]([O:33][C:30]([CH3:32])([CH3:31])[CH3:29])=[O:35])[CH3:6]. (2) Given the reactants [CH2:1]([NH2:5])[CH:2]([CH3:4])[CH3:3].OC1C=CC=CN=1.[C:13]([O:17][C:18](=[O:48])[NH:19][C@H:20]([C@@H:39]1[CH2:43][C@@H:42]([CH:44]([CH3:46])[CH3:45])[C:41](=[O:47])[O:40]1)[CH2:21][N:22]1[CH2:27][C:26](=[O:28])[N:25]([C:29]2[CH:34]=[C:33]([F:35])[CH:32]=[CH:31][C:30]=2[CH3:36])[CH2:24][C:23]1([CH3:38])[CH3:37])([CH3:16])([CH3:15])[CH3:14], predict the reaction product. The product is: [C:13]([O:17][C:18](=[O:48])[NH:19][C@@H:20]([CH2:21][N:22]1[CH2:27][C:26](=[O:28])[N:25]([C:29]2[CH:34]=[C:33]([F:35])[CH:32]=[CH:31][C:30]=2[CH3:36])[CH2:24][C:23]1([CH3:38])[CH3:37])[C@@H:39]([OH:40])[CH2:43][C@H:42]([C:41](=[O:47])[NH:5][CH2:1][CH:2]([CH3:4])[CH3:3])[CH:44]([CH3:46])[CH3:45])([CH3:14])([CH3:16])[CH3:15]. (3) Given the reactants [F:1][C:2]1[CH:24]=[CH:23][CH:22]=[CH:21][C:3]=1[O:4][C:5]1[C:18](=[O:19])[N:17]([CH3:20])[C:8]2[N:9]=[C:10](S(C)(=O)=O)[N:11]=[CH:12][C:7]=2[CH:6]=1.[NH2:25][C:26]1([CH2:31][OH:32])[CH2:30][CH2:29][CH2:28][CH2:27]1.O.C(OCC)(=O)C, predict the reaction product. The product is: [F:1][C:2]1[CH:24]=[CH:23][CH:22]=[CH:21][C:3]=1[O:4][C:5]1[C:18](=[O:19])[N:17]([CH3:20])[C:8]2[N:9]=[C:10]([NH:25][C:26]3([CH2:31][OH:32])[CH2:30][CH2:29][CH2:28][CH2:27]3)[N:11]=[CH:12][C:7]=2[CH:6]=1.